This data is from Forward reaction prediction with 1.9M reactions from USPTO patents (1976-2016). The task is: Predict the product of the given reaction. Given the reactants Cl[C:2]1[CH:10]=[CH:9][C:8]2[N:7]([CH:11]=[C:12]([C:14]3[CH:19]=[CH:18][N:17]=[CH:16][CH:15]=3)[CH3:13])[C:6]3[CH2:20][CH2:21][N:22]([CH3:24])[CH2:23][C:5]=3[C:4]=2[CH:3]=1.CC(C)([O-])C.[Na+].Cl.[CH3:32][NH:33][CH3:34], predict the reaction product. The product is: [CH3:32][N:33]([CH3:34])[C:2]1[CH:10]=[CH:9][C:8]2[N:7](/[CH:11]=[C:12](/[C:14]3[CH:19]=[CH:18][N:17]=[CH:16][CH:15]=3)\[CH3:13])[C:6]3[CH2:20][CH2:21][N:22]([CH3:24])[CH2:23][C:5]=3[C:4]=2[CH:3]=1.